Task: Predict which catalyst facilitates the given reaction.. Dataset: Catalyst prediction with 721,799 reactions and 888 catalyst types from USPTO (1) Reactant: [Br:1][C:2]1[CH:11]=[CH:10][CH:9]=[C:8]2[C:3]=1[CH:4]=[CH:5][N+:6]([O-])=[CH:7]2.C[CH2:14][N:15](CC)CC.[Si](C#N)(C)(C)C. Product: [Br:1][C:2]1[CH:11]=[CH:10][CH:9]=[C:8]2[C:3]=1[CH:4]=[CH:5][N:6]=[C:7]2[C:14]#[N:15]. The catalyst class is: 23. (2) Reactant: [N:1]([C:4]1[CH:13]=[CH:12][CH:11]=[CH:10][C:5]=1[C:6]([O:8]C)=[O:7])=[C:2]=[O:3].Cl.[F:15][C:16]([F:30])([F:29])[C:17]1[CH:22]=[CH:21][CH:20]=[CH:19][C:18]=1[CH:23]1[CH2:28][CH2:27][NH:26][CH2:25][CH2:24]1.C(N(CC)CC)C. Product: [F:30][C:16]([F:15])([F:29])[C:17]1[CH:22]=[CH:21][CH:20]=[CH:19][C:18]=1[CH:23]1[CH2:24][CH2:25][N:26]([C:2]([NH:1][C:4]2[CH:13]=[CH:12][CH:11]=[CH:10][C:5]=2[C:6]([OH:8])=[O:7])=[O:3])[CH2:27][CH2:28]1. The catalyst class is: 7.